The task is: Predict the reactants needed to synthesize the given product.. This data is from Full USPTO retrosynthesis dataset with 1.9M reactions from patents (1976-2016). (1) Given the product [C:30]([C:28]1[CH:27]=[CH:26][C:3]2[N:4]([CH:5]3[CH2:10][CH2:9][N:8]([CH2:11][CH2:12][CH:13]([C:14]4[CH:19]=[CH:18][CH:17]=[CH:16][CH:15]=4)[C:20]4[CH:21]=[CH:22][CH:23]=[CH:24][CH:25]=4)[CH2:7][CH2:6]3)[CH:32]=[N:1][C:2]=2[CH:29]=1)#[N:31], predict the reactants needed to synthesize it. The reactants are: [NH2:1][C:2]1[CH:29]=[C:28]([C:30]#[N:31])[CH:27]=[CH:26][C:3]=1[NH:4][CH:5]1[CH2:10][CH2:9][N:8]([CH2:11][CH2:12][CH:13]([C:20]2[CH:25]=[CH:24][CH:23]=[CH:22][CH:21]=2)[C:14]2[CH:19]=[CH:18][CH:17]=[CH:16][CH:15]=2)[CH2:7][CH2:6]1.[CH:32](OC)(OC)OC.O.C1(C)C=CC(S(O)(=O)=O)=CC=1. (2) Given the product [NH:15]1[C:14]2[CH2:17][NH:18][CH2:19][C:13]=2[C:12]([NH:11][C:9](=[O:10])[O:8][CH2:1][C:2]2[CH:3]=[CH:4][CH:5]=[CH:6][CH:7]=2)=[N:16]1, predict the reactants needed to synthesize it. The reactants are: [CH2:1]([O:8][C:9]([NH:11][C:12]1[C:13]2[CH2:19][N:18](C(OC(C)(C)C)=O)[CH2:17][C:14]=2[NH:15][N:16]=1)=[O:10])[C:2]1[CH:7]=[CH:6][CH:5]=[CH:4][CH:3]=1.ClCCl.FC(F)(F)C(O)=O. (3) Given the product [CH3:18][C:16]1([CH3:19])[O:15][CH2:14][C:13]2[CH:20]=[C:9]([OH:8])[C:10]([CH3:22])=[C:11]([CH3:21])[C:12]=2[O:17]1, predict the reactants needed to synthesize it. The reactants are: C([O:8][C:9]1[C:10]([CH3:22])=[C:11]([CH3:21])[C:12]2[O:17][C:16]([CH3:19])([CH3:18])[O:15][CH2:14][C:13]=2[CH:20]=1)C1C=CC=CC=1.[H][H].